From a dataset of Reaction yield outcomes from USPTO patents with 853,638 reactions. Predict the reaction yield, written as a fraction of the theoretical maximum amount of product (1.0 means a 100% yield; for example, 0.34 means a 34% yield). (1) The reactants are [OH:1][CH:2]([C:24]1[CH:29]=[CH:28][C:27]([CH:30]([CH3:32])[CH3:31])=[CH:26][CH:25]=1)[C:3]1[C:11]2[O:10][C:9]([CH3:13])([CH3:12])[CH2:8][C:7]=2[C:6]([CH3:14])=[C:5]([NH:15][C:16](=[O:22])[CH2:17][C:18]([CH3:21])([CH3:20])[CH3:19])[C:4]=1[CH3:23]. The catalyst is ClCCl.[O-2].[O-2].[Mn+4]. The product is [CH:30]([C:27]1[CH:26]=[CH:25][C:24]([C:2]([C:3]2[C:11]3[O:10][C:9]([CH3:13])([CH3:12])[CH2:8][C:7]=3[C:6]([CH3:14])=[C:5]([NH:15][C:16](=[O:22])[CH2:17][C:18]([CH3:21])([CH3:20])[CH3:19])[C:4]=2[CH3:23])=[O:1])=[CH:29][CH:28]=1)([CH3:32])[CH3:31]. The yield is 0.750. (2) The reactants are [Br:1][C:2]1[C:3]([F:14])=[C:4]([CH:8]=[C:9]([CH2:11][CH2:12][CH3:13])[CH:10]=1)[C:5]([NH2:7])=O.N1C(Cl)=NC(Cl)=NC=1Cl.Cl. The catalyst is CN(C=O)C. The product is [Br:1][C:2]1[C:3]([F:14])=[C:4]([CH:8]=[C:9]([CH2:11][CH2:12][CH3:13])[CH:10]=1)[C:5]#[N:7]. The yield is 0.840. (3) The reactants are [C:1]([C:3]1[CH:8]=[CH:7][C:6]([S:9](Cl)(=[O:11])=[O:10])=[CH:5][CH:4]=1)#[N:2].CCN(CC)CC.[NH2:20][CH2:21][C:22]1[CH:23]=[C:24]([CH:52]=[CH:53][CH:54]=1)[CH2:25][N:26]([CH2:39][C:40]1[CH:45]=[CH:44][C:43]([C:46]2[CH:51]=[CH:50][CH:49]=[CH:48][CH:47]=2)=[CH:42][CH:41]=1)[S:27]([C:30]1[CH:35]=[C:34]([Cl:36])[CH:33]=[C:32]([Cl:37])[C:31]=1[OH:38])(=[O:29])=[O:28]. The catalyst is C(Cl)Cl. The product is [C:43]1([C:46]2[CH:51]=[CH:50][CH:49]=[CH:48][CH:47]=2)[CH:44]=[CH:45][C:40]([CH2:39][N:26]([CH2:25][C:24]2[CH:52]=[CH:53][CH:54]=[C:22]([CH2:21][NH:20][S:9]([C:6]3[CH:7]=[CH:8][C:3]([C:1]#[N:2])=[CH:4][CH:5]=3)(=[O:11])=[O:10])[CH:23]=2)[S:27]([C:30]2[CH:35]=[C:34]([Cl:36])[CH:33]=[C:32]([Cl:37])[C:31]=2[OH:38])(=[O:29])=[O:28])=[CH:41][CH:42]=1. The yield is 0.560.